From a dataset of Forward reaction prediction with 1.9M reactions from USPTO patents (1976-2016). Predict the product of the given reaction. Given the reactants [CH2:1]([O:3][C:4](=[O:32])[CH2:5][O:6][C:7]1[CH:12]=[CH:11][C:10]([S:13][CH2:14][C:15]2[CH:20]=[C:19]([C:21]#[C:22][CH2:23][C:24]3[CH:29]=[CH:28][CH:27]=[CH:26][CH:25]=3)[CH:18]=[C:17]([OH:30])[CH:16]=2)=[CH:9][C:8]=1[CH3:31])[CH3:2].[N:33]1([CH2:39][CH2:40][CH2:41]O)[CH2:38][CH2:37][O:36][CH2:35][CH2:34]1.C(P(CCCC)CCCC)CCC.N(C(N1CCCCC1)=O)=NC(N1CCCCC1)=O, predict the reaction product. The product is: [CH2:1]([O:3][C:4](=[O:32])[CH2:5][O:6][C:7]1[CH:12]=[CH:11][C:10]([S:13][CH2:14][C:15]2[CH:20]=[C:19]([C:21]#[C:22][CH2:23][C:24]3[CH:25]=[CH:26][CH:27]=[CH:28][CH:29]=3)[CH:18]=[C:17]([O:30][CH2:41][CH2:40][CH2:39][N:33]3[CH2:38][CH2:37][O:36][CH2:35][CH2:34]3)[CH:16]=2)=[CH:9][C:8]=1[CH3:31])[CH3:2].